This data is from Reaction yield outcomes from USPTO patents with 853,638 reactions. The task is: Predict the reaction yield, written as a fraction of the theoretical maximum amount of product (1.0 means a 100% yield; for example, 0.34 means a 34% yield). The reactants are Br[C:2]1[C:11]2[C:6](=[CH:7][CH:8]=[CH:9][CH:10]=2)[C:5]([O:12][S:13]([C:16]([F:19])([F:18])[F:17])(=[O:15])=[O:14])=[C:4]([C@H:20]([O:26][C:27]([CH3:30])([CH3:29])[CH3:28])[C:21]([O:23][CH2:24][CH3:25])=[O:22])[C:3]=1[CH3:31].C([Li])(C)(C)C.C[Si]([N:41]=[C:42]=[O:43])(C)C.CC(O)=O. The catalyst is C1COCC1.C([O-])(O)=O.[Na+].O.CCO. The product is [C:27]([O:26][C@@H:20]([C:4]1[C:3]([CH3:31])=[C:2]([C:42](=[O:43])[NH2:41])[C:11]2[C:6](=[CH:7][CH:8]=[CH:9][CH:10]=2)[C:5]=1[O:12][S:13]([C:16]([F:19])([F:17])[F:18])(=[O:15])=[O:14])[C:21]([O:23][CH2:24][CH3:25])=[O:22])([CH3:29])([CH3:30])[CH3:28]. The yield is 0.400.